Dataset: Catalyst prediction with 721,799 reactions and 888 catalyst types from USPTO. Task: Predict which catalyst facilitates the given reaction. (1) Reactant: [CH2:1]([NH:5][C:6]([CH:8]1[O:25][C:12]2([CH2:17][CH2:16][N:15]([C:18]([O:20][C:21]([CH3:24])([CH3:23])[CH3:22])=[O:19])[CH2:14][CH2:13]2)[CH2:11][N:10]([CH2:26][C:27]([F:30])([F:29])[F:28])[CH2:9]1)=O)[C:2]([CH3:4])=O.COC1C=CC(P2(SP(C3C=CC(OC)=CC=3)(=S)S2)=[S:40])=CC=1. Product: [CH3:4][C:2]1[S:40][C:6]([CH:8]2[O:25][C:12]3([CH2:17][CH2:16][N:15]([C:18]([O:20][C:21]([CH3:24])([CH3:23])[CH3:22])=[O:19])[CH2:14][CH2:13]3)[CH2:11][N:10]([CH2:26][C:27]([F:30])([F:29])[F:28])[CH2:9]2)=[N:5][CH:1]=1. The catalyst class is: 1. (2) Reactant: C[O:2][C:3](=[O:35])[CH2:4][O:5][C:6]1[CH:15]=[CH:14][C:13]2[C:8](=[CH:9][CH:10]=[C:11]([CH2:16][NH:17][C:18]([C:20]3[CH:21]=[N:22][N:23]([C:28]4[CH:33]=[CH:32][CH:31]=[CH:30][CH:29]=4)[C:24]=3[CH2:25][CH2:26][CH3:27])=[O:19])[CH:12]=2)[C:7]=1[Br:34].[OH-].[Na+].O. Product: [Br:34][C:7]1[C:8]2[C:13](=[CH:12][C:11]([CH2:16][NH:17][C:18]([C:20]3[CH:21]=[N:22][N:23]([C:28]4[CH:29]=[CH:30][CH:31]=[CH:32][CH:33]=4)[C:24]=3[CH2:25][CH2:26][CH3:27])=[O:19])=[CH:10][CH:9]=2)[CH:14]=[CH:15][C:6]=1[O:5][CH2:4][C:3]([OH:35])=[O:2]. The catalyst class is: 5. (3) Reactant: [CH:1]1([S:6][CH:7]([C:11]2[CH:16]=[CH:15][CH:14]=[C:13]([O:17][C:18]([F:21])([F:20])[F:19])[CH:12]=2)[C:8]([OH:10])=O)[CH2:5][CH2:4][CH2:3][CH2:2]1.[NH2:22][C:23]1[CH:28]=[CH:27][CH:26]=[CH:25][N:24]=1. Product: [CH:1]1([S:6][CH:7]([C:11]2[CH:16]=[CH:15][CH:14]=[C:13]([O:17][C:18]([F:21])([F:20])[F:19])[CH:12]=2)[C:8]([NH:22][C:23]2[CH:28]=[CH:27][CH:26]=[CH:25][N:24]=2)=[O:10])[CH2:2][CH2:3][CH2:4][CH2:5]1. The catalyst class is: 1. (4) Reactant: [Si:1]([O:8][CH:9]([C:11]1[O:15][N:14]=[C:13]([CH2:16][OH:17])[CH:12]=1)[CH3:10])([C:4]([CH3:7])([CH3:6])[CH3:5])([CH3:3])[CH3:2].N12CCN(CC1)CC2.[C:26]1([CH3:36])[CH:31]=[CH:30][C:29]([S:32](Cl)(=[O:34])=[O:33])=[CH:28][CH:27]=1.O. Product: [CH3:36][C:26]1[CH:31]=[CH:30][C:29]([S:32]([O:17][CH2:16][C:13]2[CH:12]=[C:11]([CH:9]([O:8][Si:1]([C:4]([CH3:5])([CH3:6])[CH3:7])([CH3:2])[CH3:3])[CH3:10])[O:15][N:14]=2)(=[O:34])=[O:33])=[CH:28][CH:27]=1. The catalyst class is: 310. (5) Reactant: [CH2:1]([NH2:8])[C:2]1[CH:7]=[CH:6][CH:5]=[CH:4][CH:3]=1.CS(O[CH2:14][C:15]1[NH:16][CH:17]=[C:18]([C:26]2[CH:31]=[CH:30][C:29]([F:32])=[CH:28][CH:27]=2)[C:19]=1[C:20]1[CH:25]=[CH:24][N:23]=[CH:22][CH:21]=1)(=O)=O. Product: [F:32][C:29]1[CH:28]=[CH:27][C:26]([C:18]2[C:19]([C:20]3[CH:21]=[CH:22][N:23]=[CH:24][CH:25]=3)=[C:15]([CH2:14][NH:8][CH2:1][C:2]3[CH:7]=[CH:6][CH:5]=[CH:4][CH:3]=3)[NH:16][CH:17]=2)=[CH:31][CH:30]=1. The catalyst class is: 298. (6) Reactant: [CH3:1][O:2][C:3]([C:5]1[CH:13]=[C:12]2[C:8]([C:9]([CH:31]3[CH2:36][CH2:35][CH2:34][CH2:33][CH2:32]3)=[C:10]([C:14]3[CH:15]=[C:16]4[C:21](=[CH:22][CH:23]=3)[N:20]=[C:19]([C:24]3[S:28][C:27]([CH3:29])=[N:26][C:25]=3[CH3:30])[CH:18]=[CH:17]4)[NH:11]2)=[CH:7][CH:6]=1)=[O:4].[H-].[Na+].Cl[CH2:40][C:41]([N:43]1[CH2:48][CH2:47][O:46][CH2:45][CH2:44]1)=[O:42].Cl. Product: [CH3:1][O:2][C:3]([C:5]1[CH:13]=[C:12]2[C:8]([C:9]([CH:31]3[CH2:36][CH2:35][CH2:34][CH2:33][CH2:32]3)=[C:10]([C:14]3[CH:15]=[C:16]4[C:21](=[CH:22][CH:23]=3)[N:20]=[C:19]([C:24]3[S:28][C:27]([CH3:29])=[N:26][C:25]=3[CH3:30])[CH:18]=[CH:17]4)[N:11]2[CH2:40][C:41]([N:43]2[CH2:48][CH2:47][O:46][CH2:45][CH2:44]2)=[O:42])=[CH:7][CH:6]=1)=[O:4]. The catalyst class is: 3.